Dataset: Forward reaction prediction with 1.9M reactions from USPTO patents (1976-2016). Task: Predict the product of the given reaction. (1) Given the reactants [C:1]([O:5][C:6](=[O:19])[CH2:7][CH2:8][C:9]1[CH:14]=[C:13]([CH3:15])[C:12]([CH:16]=O)=[C:11]([CH3:18])[CH:10]=1)([CH3:4])([CH3:3])[CH3:2].[NH2:20][C:21]1[CH:22]=[C:23]([CH:35]=[CH:36][C:37]=1[NH2:38])[C:24]([NH:26][C:27]1[CH:32]=[CH:31][C:30]([CH3:33])=[C:29]([CH3:34])[CH:28]=1)=[O:25].C(S([O-])(=O)=O)(F)(F)F.C(S([O-])(=O)=O)(F)(F)F.C(S([O-])(=O)=O)(F)(F)F.[Yb+3].O, predict the reaction product. The product is: [C:1]([O:5][C:6](=[O:19])[CH2:7][CH2:8][C:9]1[CH:14]=[C:13]([CH3:15])[C:12]([C:16]2[NH:38][C:37]3[CH:36]=[CH:35][C:23]([C:24](=[O:25])[NH:26][C:27]4[CH:32]=[CH:31][C:30]([CH3:33])=[C:29]([CH3:34])[CH:28]=4)=[CH:22][C:21]=3[N:20]=2)=[C:11]([CH3:18])[CH:10]=1)([CH3:4])([CH3:3])[CH3:2]. (2) Given the reactants C(OC(=O)[NH:7][C:8]1[CH:9]=[C:10]([C:19]2[CH:24]=[CH:23][C:22]([C:25](=[O:46])[NH:26][C:27]3[CH:32]=[CH:31][C:30]([CH2:33][N:34]4[CH2:39][CH2:38][N:37]([S:40]([CH2:43][CH2:44][CH3:45])(=[O:42])=[O:41])[CH2:36][CH2:35]4)=[CH:29][CH:28]=3)=[CH:21][CH:20]=2)[C:11]([O:14][C:15]([F:18])([F:17])[F:16])=[CH:12][CH:13]=1)(C)(C)C, predict the reaction product. The product is: [CH2:43]([S:40]([N:37]1[CH2:38][CH2:39][N:34]([CH2:33][C:30]2[CH:31]=[CH:32][C:27]([NH:26][C:25]([C:22]3[CH:23]=[CH:24][C:19]([C:10]4[CH:9]=[C:8]([NH2:7])[CH:13]=[CH:12][C:11]=4[O:14][C:15]([F:17])([F:18])[F:16])=[CH:20][CH:21]=3)=[O:46])=[CH:28][CH:29]=2)[CH2:35][CH2:36]1)(=[O:41])=[O:42])[CH2:44][CH3:45]. (3) Given the reactants Cl[C:2]1[CH:7]=[C:6]([C:8]([F:11])([F:10])[F:9])[CH:5]=[C:4]([CH3:12])[N:3]=1.[CH3:13][O:14][C:15]1[CH:16]=[C:17]([NH2:27])[CH:18]=[CH:19][C:20]=1[N:21]1[CH:25]=[C:24]([CH3:26])[N:23]=[CH:22]1, predict the reaction product. The product is: [CH3:13][O:14][C:15]1[CH:16]=[C:17]([NH:27][C:2]2[CH:7]=[C:6]([C:8]([F:11])([F:10])[F:9])[CH:5]=[C:4]([CH3:12])[N:3]=2)[CH:18]=[CH:19][C:20]=1[N:21]1[CH:25]=[C:24]([CH3:26])[N:23]=[CH:22]1. (4) Given the reactants [CH:1]([C:3]1[CH:8]=[C:7]([CH3:9])[C:6](OS(C(F)(F)F)(=O)=O)=[C:5]([CH3:18])[CH:4]=1)=[O:2].[C:19]1(P(C2C=CC=CC=2)C2C=CC=CC=2)[CH:24]=CC=C[CH:20]=1.[Li+].[Cl-].C(C1C=C(C)C=C(C(C)(C)C)C=1O)(C)(C)C, predict the reaction product. The product is: [CH2:24]([C:6]1[C:7]([CH3:9])=[CH:8][C:3]([CH:1]=[O:2])=[CH:4][C:5]=1[CH3:18])[CH:19]=[CH2:20]. (5) The product is: [CH:1]1([O:6][CH2:7][CH2:8][O:9][C:10]2[CH:20]=[CH:19][C:13]([O:14][CH2:15][CH:16]([OH:17])[CH2:18][NH:22][CH2:23][CH2:24][NH:25][C:26](=[O:38])[NH:27][C:28]3[CH:37]=[CH:36][C:31]([C:32]([O:34][CH3:35])=[O:33])=[CH:30][CH:29]=3)=[CH:12][CH:11]=2)[CH2:5][CH2:4][CH2:3][CH2:2]1. Given the reactants [CH:1]1([O:6][CH2:7][CH2:8][O:9][C:10]2[CH:20]=[CH:19][C:13]([O:14][CH2:15][CH:16]3[CH2:18][O:17]3)=[CH:12][CH:11]=2)[CH2:5][CH2:4][CH2:3][CH2:2]1.Cl.[NH2:22][CH2:23][CH2:24][NH:25][C:26](=[O:38])[NH:27][C:28]1[CH:37]=[CH:36][C:31]([C:32]([O:34][CH3:35])=[O:33])=[CH:30][CH:29]=1.C1(OCCOC2C=CC(OCC(O)CNCCNC(NC3C=CC([N+]([O-])=O)=CC=3)=O)=CC=2)CCCC1, predict the reaction product. (6) Given the reactants [O:1]1[C:5]2[CH:6]=[CH:7][C:8]([C:10](=O)[CH2:11][C:12](=O)[CH:13]([F:15])[F:14])=[CH:9][C:4]=2[O:3][CH2:2]1.[CH:18]1[C:23]([NH:24][NH2:25])=[CH:22][CH:21]=[C:20]([S:26]([NH2:29])(=[O:28])=[O:27])[CH:19]=1.Cl.O, predict the reaction product. The product is: [O:1]1[C:5]2[CH:6]=[CH:7][C:8]([C:10]3[N:24]([C:23]4[CH:18]=[CH:19][C:20]([S:26]([NH2:29])(=[O:28])=[O:27])=[CH:21][CH:22]=4)[N:25]=[C:12]([CH:13]([F:15])[F:14])[CH:11]=3)=[CH:9][C:4]=2[O:3][CH2:2]1. (7) Given the reactants [F:1][C:2]1[N:7]=[C:6]([I:8])[C:5]([OH:9])=[CH:4][CH:3]=1.ClCCCl.C(N(CC)CC)C.[CH3:21][O:22][CH2:23][CH2:24][O:25][CH2:26]Cl, predict the reaction product. The product is: [F:1][C:2]1[N:7]=[C:6]([I:8])[C:5]([O:9][CH2:21][O:22][CH2:23][CH2:24][O:25][CH3:26])=[CH:4][CH:3]=1. (8) The product is: [CH2:1]([O:8][C:9]([NH:11][C@@H:12]([CH2:16][S:17][CH2:18][C@H:19]([O:35][C:36](=[O:48])[NH:37][CH2:38][CH2:39][CH2:40][CH2:41][CH2:42][CH2:43][CH2:44][CH2:45][CH2:46][CH3:47])[CH2:20][O:21][C:22](=[O:34])[NH:23][CH2:24][CH2:25][CH2:26][CH2:27][CH2:28][CH2:29][CH2:30][CH2:31][CH2:32][CH3:33])[C:13](=[O:14])[NH:82][CH2:83][CH2:84][O:85][CH2:86][CH2:87][O:88][CH2:89][CH2:90][O:91][CH2:92][CH2:93][C:94]([O:96][C:97]([CH3:100])([CH3:99])[CH3:98])=[O:95])=[O:10])[C:2]1[CH:3]=[CH:4][CH:5]=[CH:6][CH:7]=1. Given the reactants [CH2:1]([O:8][C:9]([NH:11][C@@H:12]([CH2:16][S:17][CH2:18][C@H:19]([O:35][C:36](=[O:48])[NH:37][CH2:38][CH2:39][CH2:40][CH2:41][CH2:42][CH2:43][CH2:44][CH2:45][CH2:46][CH3:47])[CH2:20][O:21][C:22](=[O:34])[NH:23][CH2:24][CH2:25][CH2:26][CH2:27][CH2:28][CH2:29][CH2:30][CH2:31][CH2:32][CH3:33])[C:13](O)=[O:14])=[O:10])[C:2]1[CH:7]=[CH:6][CH:5]=[CH:4][CH:3]=1.CN(C(ON1N=NC2C=CC=CC1=2)=[N+](C)C)C.F[P-](F)(F)(F)(F)F.CCN(C(C)C)C(C)C.[NH2:82][CH2:83][CH2:84][O:85][CH2:86][CH2:87][O:88][CH2:89][CH2:90][O:91][CH2:92][CH2:93][C:94]([O:96][C:97]([CH3:100])([CH3:99])[CH3:98])=[O:95], predict the reaction product. (9) The product is: [CH3:1][C:2]1[CH:3]=[C:4]([O:15][C:16]2[C:25]3[C:20](=[CH:21][C:22]([O:28][CH2:29][CH:30]([OH:31])[CH2:32][OH:36])=[C:23]([O:26][CH3:27])[CH:24]=3)[N:19]=[CH:18][CH:17]=2)[C:5]([C:9]2[CH:14]=[CH:13][CH:12]=[CH:11][CH:10]=2)=[N:6][C:7]=1[CH3:8]. Given the reactants [CH3:1][C:2]1[CH:3]=[C:4]([O:15][C:16]2[C:25]3[C:20](=[CH:21][C:22]([O:28][CH2:29][CH:30]4[CH2:32][O:31]4)=[C:23]([O:26][CH3:27])[CH:24]=3)[N:19]=[CH:18][CH:17]=2)[C:5]([C:9]2[CH:14]=[CH:13][CH:12]=[CH:11][CH:10]=2)=[N:6][C:7]=1[CH3:8].FC(F)(F)C(O)=[O:36].[OH-].[Na+].O, predict the reaction product. (10) Given the reactants [CH3:1][O:2][CH:3]([O:20][CH3:21])[C:4]1[C:9]([O:10][CH2:11][O:12][CH3:13])=[C:8]([C:14]([F:17])([F:16])[F:15])[CH:7]=[CH:6][C:5]=1[CH2:18][OH:19].O[C:23]1[CH:28]=[CH:27][C:26]([C:29]2[CH:34]=[CH:33][CH:32]=[C:31]([CH2:35][C:36]([O:38][CH3:39])=[O:37])[CH:30]=2)=[CH:25][CH:24]=1, predict the reaction product. The product is: [CH3:21][O:20][CH:3]([O:2][CH3:1])[C:4]1[C:9]([O:10][CH2:11][O:12][CH3:13])=[C:8]([C:14]([F:15])([F:16])[F:17])[CH:7]=[CH:6][C:5]=1[CH2:18][O:19][C:23]1[CH:24]=[CH:25][C:26]([C:29]2[CH:34]=[CH:33][CH:32]=[C:31]([CH2:35][C:36]([O:38][CH3:39])=[O:37])[CH:30]=2)=[CH:27][CH:28]=1.